This data is from Forward reaction prediction with 1.9M reactions from USPTO patents (1976-2016). The task is: Predict the product of the given reaction. (1) Given the reactants [F:1][C:2]([F:21])([F:20])[CH2:3][C:4]1[N:5]([CH2:12][O:13][CH2:14][CH2:15][Si:16]([CH3:19])([CH3:18])[CH3:17])[CH:6]=[C:7]([C:9]([OH:11])=O)[N:8]=1.[NH2:22][C@@H:23]([CH3:40])[CH2:24][N:25]1[CH:29]=[CH:28][C:27]([C:30]2[CH:37]=[C:36]([F:38])[C:33]([C:34]#[N:35])=[C:32]([Cl:39])[CH:31]=2)=[N:26]1, predict the reaction product. The product is: [Cl:39][C:32]1[CH:31]=[C:30]([C:27]2[CH:28]=[CH:29][N:25]([CH2:24][C@@H:23]([NH:22][C:9]([C:7]3[N:8]=[C:4]([CH2:3][C:2]([F:1])([F:21])[F:20])[N:5]([CH2:12][O:13][CH2:14][CH2:15][Si:16]([CH3:19])([CH3:18])[CH3:17])[CH:6]=3)=[O:11])[CH3:40])[N:26]=2)[CH:37]=[C:36]([F:38])[C:33]=1[C:34]#[N:35]. (2) Given the reactants [C:1]([O:5][C:6](=[O:13])[NH:7][C@@H:8]1[CH2:12][CH2:11][NH:10][CH2:9]1)([CH3:4])([CH3:3])[CH3:2].[H-].[Na+].Br[C:17]1[N:22]=[C:21]2[N:23]([CH2:26][C:27]3[CH:28]=[CH:29][C:30]4[O:34][CH2:33][CH2:32][C:31]=4[CH:35]=3)[N:24]=[N:25][C:20]2=[N:19][CH:18]=1.O, predict the reaction product. The product is: [C:1]([O:5][C:6](=[O:13])[NH:7][C@@H:8]1[CH2:12][CH2:11][N:10]([C:17]2[N:22]=[C:21]3[N:23]([CH2:26][C:27]4[CH:28]=[CH:29][C:30]5[O:34][CH2:33][CH2:32][C:31]=5[CH:35]=4)[N:24]=[N:25][C:20]3=[N:19][CH:18]=2)[CH2:9]1)([CH3:4])([CH3:2])[CH3:3]. (3) The product is: [CH:1]1([C@H:5]([NH:7][C:8]2[N:16]=[C:15]([C:17]#[N:18])[N:14]=[C:13]3[C:9]=2[N:10]([CH2:26][C@H:27]2[CH2:32][CH2:31][C@H:30]([CH3:33])[CH2:29][CH2:28]2)[C:11]([CH:19]([C:21]2[N:22]=[CH:23][S:24][CH:25]=2)[CH3:20])=[N:12]3)[CH3:6])[CH2:2][CH2:3][CH2:4]1. Given the reactants [CH:1]1([C@H:5]([NH:7][C:8]2[N:16]=[C:15]([C:17]#[N:18])[N:14]=[C:13]3[C:9]=2[N:10]([CH2:26][C@H:27]2[CH2:32][CH2:31][C@H:30]([CH3:33])[CH2:29][CH2:28]2)[C:11]([C:19]([C:21]2[N:22]=[CH:23][S:24][CH:25]=2)=[CH2:20])=[N:12]3)[CH3:6])[CH2:4][CH2:3][CH2:2]1, predict the reaction product. (4) Given the reactants [O:1]=[C:2]1[C:11]2[C:6](=[CH:7][CH:8]=[C:9]([C:12]#[N:13])[CH:10]=2)[CH2:5][CH2:4][NH:3]1.I[C:15]1[CH:16]=[N:17][CH:18]=[CH:19][C:20]=1[CH3:21].P([O-])([O-])([O-])=O.[K+].[K+].[K+], predict the reaction product. The product is: [CH3:21][C:20]1[CH:19]=[CH:18][N:17]=[CH:16][C:15]=1[N:3]1[CH2:4][CH2:5][C:6]2[C:11](=[CH:10][C:9]([C:12]#[N:13])=[CH:8][CH:7]=2)[C:2]1=[O:1].